From a dataset of Full USPTO retrosynthesis dataset with 1.9M reactions from patents (1976-2016). Predict the reactants needed to synthesize the given product. (1) Given the product [CH3:1][C:2]1[C:7]([N+:8]([O-:10])=[O:9])=[CH:6][CH:5]=[CH:4][C:3]=1[CH2:11][CH2:12][Br:16], predict the reactants needed to synthesize it. The reactants are: [CH3:1][C:2]1[C:7]([N+:8]([O-:10])=[O:9])=[CH:6][CH:5]=[CH:4][C:3]=1[CH2:11][CH2:12]O.P(Br)(Br)([Br:16])=O. (2) Given the product [Cl:1][C:2]1[CH:7]=[CH:6][C:5]([CH2:8][NH:9][C:10]([C:12]([CH3:15])([CH3:14])[CH3:13])=[O:11])=[CH:4][C:3]=1[NH:16][C:17]1[N:21]([CH3:22])[C:20]2[CH:23]=[C:24]([O:32][CH2:33][CH:34]([F:36])[F:35])[C:25]([C:27]([OH:29])=[O:28])=[CH:26][C:19]=2[N:18]=1, predict the reactants needed to synthesize it. The reactants are: [Cl:1][C:2]1[CH:7]=[CH:6][C:5]([CH2:8][NH:9][C:10]([C:12]([CH3:15])([CH3:14])[CH3:13])=[O:11])=[CH:4][C:3]=1[NH:16][C:17]1[N:21]([CH3:22])[C:20]2[CH:23]=[C:24]([O:32][CH2:33][CH:34]([F:36])[F:35])[C:25]([C:27]([O:29]CC)=[O:28])=[CH:26][C:19]=2[N:18]=1.[OH-].[Na+]. (3) Given the product [CH3:1][O:2][C:3]1[CH:4]=[CH:5][C:6]([N:9]([CH3:32])[C:10]2[C:19]3[C:14](=[CH:15][CH:16]=[CH:17][CH:18]=3)[N:13]=[C:12]([CH2:20][NH:21][C:22](=[O:31])[CH3:23])[N:11]=2)=[CH:7][CH:8]=1, predict the reactants needed to synthesize it. The reactants are: [CH3:1][O:2][C:3]1[CH:8]=[CH:7][C:6]([N:9]([CH3:32])[C:10]2[C:19]3[C:14](=[CH:15][CH:16]=[CH:17][CH:18]=3)[N:13]=[C:12]([CH2:20][N:21]3C(=O)C4[C:23](=CC=CC=4)[C:22]3=[O:31])[N:11]=2)=[CH:5][CH:4]=1.Cl.ClCC1N=C(N(C2C=CC(OC)=CC=2)C)C2C(=CC=CC=2)N=1.C([O-])([O-])=O.[K+].[K+].C1(=O)NC(=O)C2=CC=CC=C12.[K]. (4) Given the product [C:1]([O:5][C:6](=[O:35])[NH:7][C:8]1([C:12]2[CH:17]=[CH:16][C:15]([C:18]3[C:27]([C:28]4[CH:33]=[CH:32][CH:31]=[CH:30][CH:29]=4)=[CH:26][C:25]4[C:24](=[S:45])[NH:23][CH2:22][CH2:21][C:20]=4[N:19]=3)=[CH:14][CH:13]=2)[CH2:11][CH2:10][CH2:9]1)([CH3:4])([CH3:3])[CH3:2], predict the reactants needed to synthesize it. The reactants are: [C:1]([O:5][C:6](=[O:35])[NH:7][C:8]1([C:12]2[CH:17]=[CH:16][C:15]([C:18]3[C:27]([C:28]4[CH:33]=[CH:32][CH:31]=[CH:30][CH:29]=4)=[CH:26][C:25]4[C:24](=O)[NH:23][CH2:22][CH2:21][C:20]=4[N:19]=3)=[CH:14][CH:13]=2)[CH2:11][CH2:10][CH2:9]1)([CH3:4])([CH3:3])[CH3:2].COC1C=CC(P2(SP(C3C=CC(OC)=CC=3)(=S)S2)=[S:45])=CC=1. (5) Given the product [Cl:1][C:2]1[C:10]2[C:9]3[CH2:11][N:32]([CH2:31][C:30]([F:34])([F:33])[F:29])[C:15](=[O:17])[C@H:14]([CH2:19][C:20]([O:22][CH3:23])=[O:21])[CH2:13][C:8]=3[CH:7]=[C:6]([Cl:24])[C:5]=2[NH:4][N:3]=1, predict the reactants needed to synthesize it. The reactants are: [Cl:1][C:2]1[C:10]2[C:5](=[C:6]([Cl:24])[CH:7]=[C:8]([CH2:13][C@@H:14]([CH2:19][C:20]([O:22][CH3:23])=[O:21])[C:15]([O:17]C)=O)[C:9]=2[CH2:11]O)[NH:4][N:3]=1.S(Cl)(Cl)=O.[F:29][C:30]([F:34])([F:33])[CH2:31][NH2:32].C(=O)([O-])[O-].[K+].[K+].C(O)(=O)C. (6) Given the product [F:21][C:20]([F:23])([F:22])[C:17]1[CH:18]=[CH:19][C:14]([C:12]2[CH:11]=[CH:10][N:9]=[C:8]([NH:7][C:1]3[CH:2]=[CH:3][C:4]([S:26]([Cl:25])(=[O:28])=[O:27])=[CH:5][CH:6]=3)[N:13]=2)=[CH:15][CH:16]=1, predict the reactants needed to synthesize it. The reactants are: [C:1]1([NH:7][C:8]2[N:13]=[C:12]([C:14]3[CH:19]=[CH:18][C:17]([C:20]([F:23])([F:22])[F:21])=[CH:16][CH:15]=3)[CH:11]=[CH:10][N:9]=2)[CH:6]=[CH:5][CH:4]=[CH:3][CH:2]=1.O.[Cl:25][S:26](O)(=[O:28])=[O:27].